From a dataset of Peptide-MHC class I binding affinity with 185,985 pairs from IEDB/IMGT. Regression. Given a peptide amino acid sequence and an MHC pseudo amino acid sequence, predict their binding affinity value. This is MHC class I binding data. The peptide sequence is GNSPVFNYNK. The MHC is HLA-A33:01 with pseudo-sequence HLA-A33:01. The binding affinity (normalized) is 0.0307.